This data is from Forward reaction prediction with 1.9M reactions from USPTO patents (1976-2016). The task is: Predict the product of the given reaction. (1) Given the reactants [NH:1]1[C:5]2[CH:6]=[CH:7][CH:8]=[CH:9][C:4]=2[NH:3][C:2]1=O.O=P(Cl)(Cl)Cl.[OH-].[Na+].[CH2:18]([N:25]1[CH2:30][CH2:29][CH:28]([NH2:31])[CH2:27][CH2:26]1)[C:19]1[CH:24]=[CH:23][CH:22]=[CH:21][CH:20]=1, predict the reaction product. The product is: [CH2:18]([N:25]1[CH2:30][CH2:29][CH:28]([NH:31][C:2]2[NH:3][C:4]3[CH:9]=[CH:8][CH:7]=[CH:6][C:5]=3[N:1]=2)[CH2:27][CH2:26]1)[C:19]1[CH:20]=[CH:21][CH:22]=[CH:23][CH:24]=1. (2) Given the reactants [Si:1]([O:8][CH2:9][CH2:10][N:11]([CH3:44])[C:12]([C:14]1[C:19]([O:20][CH2:21][C:22]2[CH:27]=[CH:26][CH:25]=[CH:24][CH:23]=2)=[C:18]([OH:28])[N:17]=[C:16]([CH2:29][C:30]2([N:35]3[C:39]4=[N:40][CH:41]=[CH:42][CH:43]=[C:38]4[CH:37]=[CH:36]3)[CH2:34][CH2:33][CH2:32][CH2:31]2)[N:15]=1)=[O:13])([C:4]([CH3:7])([CH3:6])[CH3:5])([CH3:3])[CH3:2].[CH2:45](OC1C(C(O)=O)=NC(CC2(N3C4=NC=CC=C4C=C3)CCCC2)=NC=1O)[C:46]1[CH:51]=CC=CC=1.[Si](OCCNCC1CC1)(C(C)(C)C)(C)C, predict the reaction product. The product is: [Si:1]([O:8][CH2:9][CH2:10][N:11]([CH2:44][CH:51]1[CH2:46][CH2:45]1)[C:12]([C:14]1[C:19]([O:20][CH2:21][C:22]2[CH:27]=[CH:26][CH:25]=[CH:24][CH:23]=2)=[C:18]([OH:28])[N:17]=[C:16]([CH2:29][C:30]2([N:35]3[C:39]4=[N:40][CH:41]=[CH:42][CH:43]=[C:38]4[CH:37]=[CH:36]3)[CH2:31][CH2:32][CH2:33][CH2:34]2)[N:15]=1)=[O:13])([C:4]([CH3:5])([CH3:6])[CH3:7])([CH3:3])[CH3:2].